From a dataset of Reaction yield outcomes from USPTO patents with 853,638 reactions. Predict the reaction yield, written as a fraction of the theoretical maximum amount of product (1.0 means a 100% yield; for example, 0.34 means a 34% yield). (1) The reactants are [F:1][CH:2]([F:5])[CH2:3]Cl.[CH2:6]([NH2:13])[C:7]1[CH:12]=[CH:11][CH:10]=[CH:9][CH:8]=1.[Br-].[K+].C(N(CC)CC)C.Cl. The catalyst is CN1CCCC1=O. The product is [CH2:6]([NH:13][CH2:3][CH:2]([F:5])[F:1])[C:7]1[CH:12]=[CH:11][CH:10]=[CH:9][CH:8]=1. The yield is 0.940. (2) The reactants are [CH3:1]C(C)([O-])C.[K+].O=[C:8]1[CH2:12][N:11]([C:13]([O:15][C:16]([CH3:19])([CH3:18])[CH3:17])=[O:14])[C@H:10]([C:20]([O:22][CH3:23])=[O:21])[CH2:9]1.[Cl-].[NH4+]. The catalyst is [Br-].C[P+](C1C=CC=CC=1)(C1C=CC=CC=1)C1C=CC=CC=1.C(OCC)C. The product is [CH2:1]=[C:8]1[CH2:12][N:11]([C:13]([O:15][C:16]([CH3:19])([CH3:18])[CH3:17])=[O:14])[C@H:10]([C:20]([O:22][CH3:23])=[O:21])[CH2:9]1. The yield is 0.700. (3) The reactants are [N+:1]([C:4]1[CH:5]=[C:6]2[C:10](=[CH:11][CH:12]=1)[NH:9][C:8]([CH:13]([CH3:16])[CH2:14][OH:15])=[CH:7]2)([O-])=O.O.O.[Sn](Cl)(Cl)(Cl)Cl. The catalyst is C(O)C.C(OCC)(=O)C.O.C([O-])(O)=O.[Na+]. The product is [NH2:1][C:4]1[CH:5]=[C:6]2[C:10](=[CH:11][CH:12]=1)[NH:9][C:8]([CH:13]([CH3:16])[CH2:14][OH:15])=[CH:7]2. The yield is 0.820. (4) The reactants are [F:1][C:2]1[CH:3]=[C:4]([CH2:12][C:13]([OH:15])=[O:14])[CH:5]=[CH:6][C:7]=1[C:8]([F:11])([F:10])[F:9].[CH3:16]O. The catalyst is S(=O)(=O)(O)O. The product is [CH3:16][O:14][C:13](=[O:15])[CH2:12][C:4]1[CH:5]=[CH:6][C:7]([C:8]([F:11])([F:10])[F:9])=[C:2]([F:1])[CH:3]=1. The yield is 0.970. (5) The reactants are N1C(N)=NC=N1.BrC(CBr)C(OCC)=O.[NH:16]1[C:20]([NH:21][CH:22]=[CH:23][C:24](OCC)=O)=[N:19][CH:18]=[N:17]1.C[O-].[Na+].N1N2C(O)=CC=NC2=NC=1.P(Cl)(Cl)([Cl:44])=O. The catalyst is N1C=CC=CC=1.O.CO.C(Cl)(Cl)Cl. The product is [Cl:44][C:24]1[N:16]2[N:17]=[CH:18][N:19]=[C:20]2[N:21]=[CH:22][CH:23]=1. The yield is 0.264. (6) The reactants are [N+:1]([C:4]1[CH:21]=[CH:20][C:7]([O:8][C:9]2[CH:10]=[C:11]3[C:15](=[CH:16][CH:17]=2)[C:14](=[O:18])[NH:13][C:12]3=[O:19])=[CH:6][CH:5]=1)([O-:3])=[O:2].[H-].[Na+].[CH3:24]I.O. The catalyst is CN(C=O)C. The product is [N+:1]([C:4]1[CH:21]=[CH:20][C:7]([O:8][C:9]2[CH:10]=[C:11]3[C:15](=[CH:16][CH:17]=2)[C:14](=[O:18])[N:13]([CH3:24])[C:12]3=[O:19])=[CH:6][CH:5]=1)([O-:3])=[O:2]. The yield is 0.830.